This data is from Forward reaction prediction with 1.9M reactions from USPTO patents (1976-2016). The task is: Predict the product of the given reaction. Given the reactants [Br-].[CH3:2][O:3][C:4](=[O:9])[C@H:5]([CH3:8])[CH2:6][Zn+].Br[C:11]1[CH:16]=[CH:15][C:14]([F:17])=[CH:13][N:12]=1.C1(C)C=CC=CC=1, predict the reaction product. The product is: [CH3:2][O:3][C:4](=[O:9])[C@H:5]([CH3:8])[CH2:6][C:11]1[CH:16]=[CH:15][C:14]([F:17])=[CH:13][N:12]=1.